Dataset: Reaction yield outcomes from USPTO patents with 853,638 reactions. Task: Predict the reaction yield, written as a fraction of the theoretical maximum amount of product (1.0 means a 100% yield; for example, 0.34 means a 34% yield). (1) The reactants are [F:1][C:2]1[CH:3]=[CH:4][C:5]2[C:14](=O)[C:13](=[N:16]O)[C:12]3[N:11]=[CH:10][N:9]=[C:8]([O:18][CH3:19])[C:7]=3[C:6]=2[CH:20]=1.[CH3:21][C:22]([CH:25]=O)([CH3:24])[CH3:23].C([O-])(=O)C.[NH4+:31]. The catalyst is C(O)(=O)C. The product is [C:22]([C:25]1[NH:16][C:13]2[C:12]3[N:11]=[CH:10][N:9]=[C:8]([O:18][CH3:19])[C:7]=3[C:6]3[CH:20]=[C:2]([F:1])[CH:3]=[CH:4][C:5]=3[C:14]=2[N:31]=1)([CH3:24])([CH3:23])[CH3:21]. The yield is 0.470. (2) The reactants are C([N:8]1[CH2:13][CH2:12][C:11]([C:15]2[CH:20]=[CH:19][C:18]([Cl:21])=[CH:17][CH:16]=2)(C)[CH2:10][CH2:9]1)C1C=CC=CC=1.ClC(OC(Cl)=O)C. The catalyst is C(Cl)Cl. The product is [Cl:21][C:18]1[CH:19]=[CH:20][C:15]([CH:11]2[CH:10]=[CH:9][NH:8][CH2:13][CH2:12]2)=[CH:16][CH:17]=1. The yield is 1.00.